From a dataset of Reaction yield outcomes from USPTO patents with 853,638 reactions. Predict the reaction yield, written as a fraction of the theoretical maximum amount of product (1.0 means a 100% yield; for example, 0.34 means a 34% yield). (1) The reactants are O[C:2]1[N:10]=[C:9]([S:11][CH2:12][C:13]2[CH:18]=[CH:17][C:16]([O:19][CH3:20])=[C:15]([N+:21]([O-:23])=[O:22])[CH:14]=2)[N:8]=[C:7]2[C:3]=1[N:4]=[CH:5][NH:6]2.P(Cl)(Cl)([Cl:26])=O.CN(C)C1C=CC=CC=1. The catalyst is O1CCOCC1. The product is [Cl:26][C:2]1[N:10]=[C:9]([S:11][CH2:12][C:13]2[CH:18]=[CH:17][C:16]([O:19][CH3:20])=[C:15]([N+:21]([O-:23])=[O:22])[CH:14]=2)[N:8]=[C:7]2[C:3]=1[N:4]=[CH:5][NH:6]2. The yield is 0.350. (2) The reactants are [Br:1][C:2]1[CH:3]=[N:4][C:5](Cl)=[N:6][CH:7]=1.[CH3:9][O:10][C:11]1[CH:18]=[CH:17][C:14]([CH2:15][NH2:16])=[CH:13][CH:12]=1. No catalyst specified. The product is [Br:1][C:2]1[CH:3]=[N:4][C:5]([NH:16][CH2:15][C:14]2[CH:17]=[CH:18][C:11]([O:10][CH3:9])=[CH:12][CH:13]=2)=[N:6][CH:7]=1. The yield is 0.980. (3) The reactants are [O:1]1[C:6]2=[CH:7][C:8]3[C:9](=[O:15])[C:10](=[O:14])[NH:11][C:12]=3[CH:13]=[C:5]2[O:4][CH2:3][CH2:2]1.[H-].[Na+].Br[CH2:19][C:20]1[O:21][C:22]([C:25]([F:28])([F:27])[F:26])=[CH:23][CH:24]=1. The catalyst is CN(C)C=O. The product is [F:26][C:25]([F:28])([F:27])[C:22]1[O:21][C:20]([CH2:19][N:11]2[C:12]3[CH:13]=[C:5]4[O:4][CH2:3][CH2:2][O:1][C:6]4=[CH:7][C:8]=3[C:9](=[O:15])[C:10]2=[O:14])=[CH:24][CH:23]=1. The yield is 0.780. (4) The reactants are [O:1]1[CH2:4][CH:3]([CH:5]2[C:14]3[C:9](=[CH:10][CH:11]=[CH:12][CH:13]=3)[NH:8][C:7](=O)[CH2:6]2)[CH2:2]1.[H-].[Al+3].[Li+].[H-].[H-].[H-].[OH-].[Na+].[O-]S([O-])(=O)=O.[Mg+2]. The catalyst is C1COCC1.O. The product is [O:1]1[CH2:4][CH:3]([CH:5]2[C:14]3[C:9](=[CH:10][CH:11]=[CH:12][CH:13]=3)[NH:8][CH2:7][CH2:6]2)[CH2:2]1. The yield is 0.130. (5) The reactants are C1(S([C:10]([F:21])([F:20])[CH2:11][CH2:12][CH2:13][C:14]2[CH:19]=[CH:18][CH:17]=[CH:16][CH:15]=2)(=O)=O)C=CC=CC=1.CC([O-])(C)C.[K+]. The catalyst is C1COCC1.CN(C=O)C. The product is [F:20][C:10]([F:21])=[CH:11][CH2:12][CH2:13][C:14]1[CH:19]=[CH:18][CH:17]=[CH:16][CH:15]=1. The yield is 0.850. (6) The reactants are [CH2:1]([C:4]1[C:13]([OH:14])=[CH:12][C:11]([CH3:15])=[C:10]2[C:5]=1[CH2:6][CH2:7][C@@:8]([CH3:32])([CH2:16][CH2:17][CH2:18][C@H:19]([CH3:31])[CH2:20][CH2:21][CH2:22][C@H:23]([CH3:30])[CH2:24][CH2:25][CH2:26][CH:27]([CH3:29])[CH3:28])[O:9]2)[CH:2]=[CH2:3].C(#N)C.[O:36]=[N+]([O-])[O-].[O-][N+](=O)[O-].[O-][N+](=O)[O-].[O-][N+](=O)[O-].[O-][N+](=O)[O-].[O-][N+](=O)[O-].[Ce+4].[NH4+].[NH4+].CCOC(C)=O. The catalyst is O. The product is [CH2:1]([C:4]1[C:13](=[O:14])[CH:12]=[C:11]([CH3:15])[C:10](=[O:9])[C:5]=1[CH2:6][CH2:7][C@@:8]([OH:36])([CH3:32])[CH2:16][CH2:17][CH2:18][C@H:19]([CH3:31])[CH2:20][CH2:21][CH2:22][C@H:23]([CH3:30])[CH2:24][CH2:25][CH2:26][CH:27]([CH3:29])[CH3:28])[CH:2]=[CH2:3]. The yield is 0.960. (7) The catalyst is ClCCl. The yield is 0.990. The reactants are Cl.[NH2:2][C@:3]([CH3:26])([CH2:6][CH2:7][C:8]1[N:9]([CH3:25])[C:10]([C:13](=[O:24])[CH2:14][CH2:15][CH2:16][CH2:17][C:18]2[CH:23]=[CH:22][CH:21]=[CH:20][CH:19]=2)=[CH:11][CH:12]=1)[CH2:4][OH:5].[C:27](O[C:27]([O:29][C:30]([CH3:33])([CH3:32])[CH3:31])=[O:28])([O:29][C:30]([CH3:33])([CH3:32])[CH3:31])=[O:28].C(N(CC)CC)C. The product is [C:30]([O:29][C:27]([NH:2][C@:3]([CH3:26])([CH2:6][CH2:7][C:8]1[N:9]([CH3:25])[C:10]([C:13](=[O:24])[CH2:14][CH2:15][CH2:16][CH2:17][C:18]2[CH:23]=[CH:22][CH:21]=[CH:20][CH:19]=2)=[CH:11][CH:12]=1)[CH2:4][OH:5])=[O:28])([CH3:33])([CH3:32])[CH3:31]. (8) The reactants are [C:1]1([CH:7]=[CH:8][C:9]([NH:11][C:12]2[CH:21]=[CH:20][C:15]([C:16]([O:18][CH3:19])=[O:17])=[CH:14][CH:13]=2)=[O:10])[CH:6]=[CH:5][CH:4]=[CH:3][CH:2]=1.[CH2:22]1CCN2C(=NCCC2)CC1.Cl.[N+:34]([CH3:37])([O-:36])=[O:35]. No catalyst specified. The product is [N+:34]([CH2:37][CH:7]([C:1]1[CH:2]=[CH:3][CH:4]=[CH:5][CH:6]=1)[CH2:8][C:9]([NH:11][C:12]1[CH:13]=[CH:14][C:15]([C:16]([O:18][CH2:19][CH3:22])=[O:17])=[CH:20][CH:21]=1)=[O:10])([O-:36])=[O:35]. The yield is 0.620. (9) The reactants are [C:1]([NH2:9])(=[O:8])[C:2]1[CH:7]=[CH:6][CH:5]=[CH:4][CH:3]=1.[C:10]([OH:14])(=[O:13])[CH:11]=[O:12]. The catalyst is CC(C)=O. The product is [C:1]([NH:9][CH:11]([OH:12])[C:10]([OH:14])=[O:13])(=[O:8])[C:2]1[CH:7]=[CH:6][CH:5]=[CH:4][CH:3]=1. The yield is 1.00. (10) The reactants are Cl[C:2]1[N:7]=[C:6]([NH2:8])[C:5]([N+:9]([O-:11])=[O:10])=[CH:4][CH:3]=1.[CH3:12][N:13]([CH3:20])[CH:14]1[CH2:19][CH2:18][NH:17][CH2:16][CH2:15]1.C([O-])([O-])=O.[K+].[K+].CN(C=O)C.O. The catalyst is O. The product is [CH3:12][N:13]([CH3:20])[CH:14]1[CH2:19][CH2:18][N:17]([C:2]2[N:7]=[C:6]([NH2:8])[C:5]([N+:9]([O-:11])=[O:10])=[CH:4][CH:3]=2)[CH2:16][CH2:15]1. The yield is 0.880.